This data is from Full USPTO retrosynthesis dataset with 1.9M reactions from patents (1976-2016). The task is: Predict the reactants needed to synthesize the given product. (1) Given the product [NH2:1][C:4]1[CH:9]=[CH:8][C:7]([S:10]([C:12]2[CH:13]=[C:14]([NH:18][S:19]([C:22]3[CH:27]=[CH:26][CH:25]=[CH:24][CH:23]=3)(=[O:21])=[O:20])[CH:15]=[CH:16][CH:17]=2)=[O:11])=[CH:6][C:5]=1[CH2:28][NH:29][CH2:30][CH2:31][CH3:32], predict the reactants needed to synthesize it. The reactants are: [N+:1]([C:4]1[CH:9]=[CH:8][C:7]([S:10]([C:12]2[CH:13]=[C:14]([NH:18][S:19]([C:22]3[CH:27]=[CH:26][CH:25]=[CH:24][CH:23]=3)(=[O:21])=[O:20])[CH:15]=[CH:16][CH:17]=2)=[O:11])=[CH:6][C:5]=1[CH2:28][NH:29][CH2:30][CH2:31][CH3:32])([O-])=O.O=[Si]=O. (2) Given the product [F:21][C:5]1[CH:6]=[C:7]([C:2]2[C:10]3[C:5](=[CH:6][CH:7]=[C:8]([N+:11]([O-:13])=[O:12])[CH:9]=3)[N:4]([C:14]([O:16][C:17]([CH3:20])([CH3:19])[CH3:18])=[O:15])[N:3]=2)[CH:8]=[CH:9][CH:10]=1, predict the reactants needed to synthesize it. The reactants are: Br[C:2]1[C:10]2[C:5](=[CH:6][CH:7]=[C:8]([N+:11]([O-:13])=[O:12])[CH:9]=2)[N:4]([C:14]([O:16][C:17]([CH3:20])([CH3:19])[CH3:18])=[O:15])[N:3]=1.[F-:21].[K+].O.